From a dataset of Full USPTO retrosynthesis dataset with 1.9M reactions from patents (1976-2016). Predict the reactants needed to synthesize the given product. (1) Given the product [F:1][CH:2]([F:14])[O:3][C:4]1[CH:5]=[C:6]2[C:10](=[CH:11][CH:12]=1)[NH:9][N:8]=[C:7]2[Sn:26]([CH2:28][CH2:29][CH2:30][CH3:31])([CH2:32][CH2:33][CH2:34][CH3:35])[CH2:22][CH2:23][CH2:24][CH3:25], predict the reactants needed to synthesize it. The reactants are: [F:1][CH:2]([F:14])[O:3][C:4]1[CH:5]=[C:6]2[C:10](=[CH:11][CH:12]=1)[NH:9][N:8]=[C:7]2I.[H-].[Na+].C([Mg]Cl)(C)C.[CH2:22]([Sn:26]([CH2:32][CH2:33][CH2:34][CH3:35])([CH2:28][CH2:29][CH2:30][CH3:31])Cl)[CH2:23][CH2:24][CH3:25]. (2) Given the product [Cl:1][C:2]1[S:6][C:5]([C:7](=[O:9])[CH2:8][CH2:13][N:14]([CH3:16])[CH3:15])=[CH:4][C:3]=1[N+:10]([O-:12])=[O:11], predict the reactants needed to synthesize it. The reactants are: [Cl:1][C:2]1[S:6][C:5]([C:7](=[O:9])[CH3:8])=[CH:4][C:3]=1[N+:10]([O-:12])=[O:11].[CH3:13][NH:14][CH3:15].[CH2:16]=O.Cl.